Dataset: Forward reaction prediction with 1.9M reactions from USPTO patents (1976-2016). Task: Predict the product of the given reaction. (1) Given the reactants [NH2:1][C:2]1[CH:7]=[CH:6][C:5]([NH:8][C:9]2[C:14](=[O:15])[C:13]([CH3:16])=[C:12]([OH:17])[C:11](=[N:18][C:19]3[CH:24]=[CH:23][C:22]([NH2:25])=[CH:21][CH:20]=3)[CH:10]=2)=[CH:4][CH:3]=1.S(S([O-])=O)([O-])=O.[Na+].[Na+], predict the reaction product. The product is: [NH2:25][C:22]1[CH:21]=[CH:20][C:19]([NH:18][C:11]2[CH:10]=[C:9]([NH:8][C:5]3[CH:6]=[CH:7][C:2]([NH2:1])=[CH:3][CH:4]=3)[C:14]([OH:15])=[C:13]([CH3:16])[C:12]=2[OH:17])=[CH:24][CH:23]=1. (2) Given the reactants [Cl:1][C:2]1[C:3]([N+:11]([O-])=O)=[C:4]([OH:10])[CH:5]=[C:6]([O:8][CH3:9])[CH:7]=1.NN, predict the reaction product. The product is: [NH2:11][C:3]1[C:2]([Cl:1])=[CH:7][C:6]([O:8][CH3:9])=[CH:5][C:4]=1[OH:10]. (3) Given the reactants Br[C:2]1[C:3]([N+:13]([O-:15])=[O:14])=[N:4][N:5]([CH:7]2[CH2:12][CH2:11][CH2:10][CH2:9][O:8]2)[CH:6]=1.[C:16]1(B2OC(C)(C)C(C)(C)O2)[CH2:20][CH2:19][CH2:18][CH:17]=1.C(=O)([O-])[O-].[K+].[K+], predict the reaction product. The product is: [C:16]1([C:2]2[C:3]([N+:13]([O-:15])=[O:14])=[N:4][N:5]([CH:7]3[CH2:12][CH2:11][CH2:10][CH2:9][O:8]3)[CH:6]=2)[CH2:20][CH2:19][CH2:18][CH:17]=1. (4) Given the reactants [C:1]([O:5][C:6](=[O:19])[NH:7][C:8]1[CH:13]=[C:12]([N:14]([CH3:16])[CH3:15])[C:11]([F:17])=[CH:10][C:9]=1[NH2:18])([CH3:4])([CH3:3])[CH3:2].C([O:24][C:25](=O)[CH2:26][C:27]([C:29]1[CH:34]=[CH:33][CH:32]=[C:31]([N:35]2[C:39]([CH2:40][N:41]([CH3:43])[CH3:42])=[CH:38][N:37]=[N:36]2)[CH:30]=1)=[O:28])(C)(C)C, predict the reaction product. The product is: [C:1]([O:5][C:6](=[O:19])[NH:7][C:8]1[CH:13]=[C:12]([N:14]([CH3:16])[CH3:15])[C:11]([F:17])=[CH:10][C:9]=1[NH:18][C:25](=[O:24])[CH2:26][C:27]([C:29]1[CH:34]=[CH:33][CH:32]=[C:31]([N:35]2[C:39]([CH2:40][N:41]([CH3:43])[CH3:42])=[CH:38][N:37]=[N:36]2)[CH:30]=1)=[O:28])([CH3:4])([CH3:2])[CH3:3].